Dataset: HIV replication inhibition screening data with 41,000+ compounds from the AIDS Antiviral Screen. Task: Binary Classification. Given a drug SMILES string, predict its activity (active/inactive) in a high-throughput screening assay against a specified biological target. (1) The molecule is [CH2-][Tl-]1([CH2-])[O+]=C2C=CC=CC=C2[OH+]1. The result is 0 (inactive). (2) The molecule is COC(=O)c1cc2c(c(C(=O)OC)c1)CCC2. The result is 0 (inactive). (3) The drug is CC(N)C(=O)NC1C(C)OC(=O)C2=C(O)CC(O)C(O)C21. The result is 0 (inactive).